This data is from Catalyst prediction with 721,799 reactions and 888 catalyst types from USPTO. The task is: Predict which catalyst facilitates the given reaction. (1) Reactant: [NH2:1][CH2:2][CH:3]1[CH2:12][CH2:11][CH2:10][C:9]2[CH:8]=[C:7]([NH:13][S:14]([C:17]3[CH:22]=[CH:21][CH:20]=[CH:19][CH:18]=3)(=[O:16])=[O:15])[CH:6]=[CH:5][C:4]1=2.Cl.[N:24]1([C:29](N)=[NH:30])C=CC=N1.C(N(CC)C(C)C)C.O. Product: [NH:1]([CH2:2][CH:3]1[CH2:12][CH2:11][CH2:10][C:9]2[CH:8]=[C:7]([NH:13][S:14]([C:17]3[CH:18]=[CH:19][CH:20]=[CH:21][CH:22]=3)(=[O:16])=[O:15])[CH:6]=[CH:5][C:4]1=2)[C:29]([NH2:30])=[NH:24]. The catalyst class is: 3. (2) The catalyst class is: 12. Reactant: [CH3:1][O:2][C:3]1[CH:25]=[CH:24][CH:23]=[CH:22][C:4]=1[CH2:5][N:6]1[C:15]2[C:10](=[CH:11][CH:12]=[CH:13][N:14]=2)[CH:9]=[C:8]([C:16]([O:18]CC)=[O:17])[C:7]1=[O:21].Cl. Product: [CH3:1][O:2][C:3]1[CH:25]=[CH:24][CH:23]=[CH:22][C:4]=1[CH2:5][N:6]1[C:15]2[C:10](=[CH:11][CH:12]=[CH:13][N:14]=2)[CH:9]=[C:8]([C:16]([OH:18])=[O:17])[C:7]1=[O:21]. (3) Reactant: [CH3:1][O:2][C:3]1[N:8]=[CH:7][C:6]([N:9]2[CH2:14][CH2:13][CH:12]([CH2:15]O)[CH2:11][CH2:10]2)=[CH:5][CH:4]=1.C(Br)(Br)(Br)[Br:18].C1(P(C2C=CC=CC=2)C2C=CC=CC=2)C=CC=CC=1. Product: [Br:18][CH2:15][CH:12]1[CH2:13][CH2:14][N:9]([C:6]2[CH:7]=[N:8][C:3]([O:2][CH3:1])=[CH:4][CH:5]=2)[CH2:10][CH2:11]1. The catalyst class is: 2. (4) Reactant: C[O:2][C:3]1[C:8]([NH2:9])=[CH:7][CH:6]=[CH:5][C:4]=1[C:10]1[CH:15]=[CH:14][C:13]([C:16]2[NH:17][CH2:18][CH2:19][N:20]=2)=[CH:12][CH:11]=1.B(Br)(Br)Br. Product: [OH:2][C:3]1[C:8]([NH2:9])=[CH:7][CH:6]=[CH:5][C:4]=1[C:10]1[CH:11]=[CH:12][C:13]([N:20]2[CH2:19][CH2:18][N:17]=[CH:16]2)=[CH:14][CH:15]=1.[OH:2][C:3]1[C:8]([NH2:9])=[CH:7][CH:6]=[CH:5][C:4]=1[C:10]1[CH:11]=[CH:12][C:13]([C:16]2[NH:20][CH2:19][CH2:18][N:17]=2)=[CH:14][CH:15]=1. The catalyst class is: 4.